From a dataset of Forward reaction prediction with 1.9M reactions from USPTO patents (1976-2016). Predict the product of the given reaction. Given the reactants [C:1]([O:4][CH:5]1[C:6]([OH:38])([CH3:37])[CH2:7][CH2:8][CH:9]([OH:36])[CH2:10][C:11]([O:13][CH:14](/[C:19](/[CH3:35])=[CH:20]/[CH:21]=[CH:22]/[CH:23]([CH3:34])[CH2:24][CH:25]2[O:33][CH:26]2[CH:27]([CH3:32])[CH:28]([OH:31])[CH2:29][CH3:30])[CH:15]([CH3:18])[CH:16]=[CH:17]1)=[O:12])(=[O:3])[CH3:2].CN(C1C=CC=CN=1)C.[S:48](Cl)([C:51]1[CH:57]=[CH:56][C:54]([CH3:55])=[CH:53][CH:52]=1)(=[O:50])=[O:49], predict the reaction product. The product is: [C:1]([O:4][CH:5]1[C:6]([OH:38])([CH3:37])[CH2:7][CH2:8][CH:9]([OH:36])[CH2:10][C:11]([O:13][CH:14](/[C:19](/[CH3:35])=[CH:20]/[CH:21]=[CH:22]/[CH:23]([CH3:34])[CH2:24][CH:25]2[O:33][CH:26]2[CH:27]([CH3:32])[CH:28]([O:31][S:48]([C:51]2[CH:57]=[CH:56][C:54]([CH3:55])=[CH:53][CH:52]=2)(=[O:50])=[O:49])[CH2:29][CH3:30])[CH:15]([CH3:18])[CH:16]=[CH:17]1)=[O:12])(=[O:3])[CH3:2].